This data is from Catalyst prediction with 721,799 reactions and 888 catalyst types from USPTO. The task is: Predict which catalyst facilitates the given reaction. (1) Reactant: C([N:8]1[CH:12]=[C:11]([CH2:13][CH2:14][CH2:15][CH2:16][C:17]2[CH:22]=[CH:21][C:20]([O:23][CH3:24])=[CH:19][C:18]=2[CH3:25])[N:10]=[N:9]1)C1C=CC=CC=1. Product: [CH3:24][O:23][C:20]1[CH:21]=[CH:22][C:17]([CH2:16][CH2:15][CH2:14][CH2:13][C:11]2[N:10]=[N:9][NH:8][CH:12]=2)=[C:18]([CH3:25])[CH:19]=1. The catalyst class is: 19. (2) Product: [CH2:11]([S:1][C:2]1[CH:9]=[CH:8][C:5]([C:6]#[N:7])=[CH:4][CH:3]=1)[CH3:12]. Reactant: [SH:1][C:2]1[CH:9]=[CH:8][C:5]([C:6]#[N:7])=[CH:4][CH:3]=1.Br[CH2:11][CH3:12].C(=O)([O-])[O-].[K+].[K+]. The catalyst class is: 3. (3) Reactant: [Cl:1][C:2]1[C:7]([NH:8][C:9](=O)[C:10]2[CH:15]=[C:14]([C:16]3[CH:21]=[CH:20][CH:19]=[C:18]([F:22])[CH:17]=3)[CH:13]=[CH:12][C:11]=2[F:23])=[C:6]([F:25])[C:5]([OH:26])=[CH:4][CH:3]=1. Product: [Cl:1][C:2]1[CH:3]=[CH:4][C:5]([OH:26])=[C:6]([F:25])[C:7]=1[NH:8][CH2:9][C:10]1[CH:15]=[C:14]([C:16]2[CH:21]=[CH:20][CH:19]=[C:18]([F:22])[CH:17]=2)[CH:13]=[CH:12][C:11]=1[F:23]. The catalyst class is: 1. (4) The catalyst class is: 7. Product: [CH2:33]([C@@H:2]([C@@H:3]([OH:32])[CH2:4][C@H:5]([CH2:6][C:7]1[CH:8]=[CH:9][C:10]([C:13]2[CH:14]=[CH:15][N:16]=[CH:17][CH:18]=2)=[CH:11][CH:12]=1)[NH:19][C:20](=[O:31])[C@H:21]([C:27]([CH3:30])([CH3:29])[CH3:28])[NH:22][C:23](=[O:24])[O:25][CH3:26])[NH:1][C:46](=[O:47])[C@@H:45]([NH:44][C:42](=[O:43])[O:41][CH3:40])[C:49]([CH3:52])([CH3:51])[CH3:50])[C:34]1[CH:35]=[CH:36][CH:37]=[CH:38][CH:39]=1. Reactant: [NH2:1][C@@H:2]([CH2:33][C:34]1[CH:39]=[CH:38][CH:37]=[CH:36][CH:35]=1)[C@@H:3]([OH:32])[CH2:4][C@@H:5]([NH:19][C:20](=[O:31])[C@H:21]([C:27]([CH3:30])([CH3:29])[CH3:28])[NH:22][C:23]([O:25][CH3:26])=[O:24])[CH2:6][C:7]1[CH:12]=[CH:11][C:10]([C:13]2[CH:18]=[CH:17][N:16]=[CH:15][CH:14]=2)=[CH:9][CH:8]=1.[CH3:40][O:41][C:42]([NH:44][C@@H:45]([C:49]([CH3:52])([CH3:51])[CH3:50])[C:46](O)=[O:47])=[O:43].CCOP(ON1N=NC2C=CC=CC=2C1=O)(OCC)=O.C(N(CC)C(C)C)(C)C. (5) Reactant: C(N(C(C)C)CC)(C)C.[NH2:10][C@H:11]1[CH2:16][CH2:15][C@H:14]([C@H:17]([NH:27][C:28](=[O:34])[O:29][C:30]([CH3:33])([CH3:32])[CH3:31])[C:18]([N:20]2[CH2:24][CH2:23][CH2:22][C@H:21]2[C:25]#[N:26])=[O:19])[CH2:13][CH2:12]1.[CH3:35][N:36]1[C:40]2=[CH:41][N:42]=[C:43]([C:45](O)=[O:46])[CH:44]=[C:39]2[CH:38]=[CH:37]1.CN(C(ON1N=NC2C=CC=NC1=2)=[N+](C)C)C.F[P-](F)(F)(F)(F)F.C([O-])(O)=O.[Na+]. Product: [C:25]([C@@H:21]1[CH2:22][CH2:23][CH2:24][N:20]1[C:18](=[O:19])[C@@H:17]([NH:27][C:28](=[O:34])[O:29][C:30]([CH3:31])([CH3:33])[CH3:32])[C@H:14]1[CH2:13][CH2:12][C@H:11]([NH:10][C:45]([C:43]2[CH:44]=[C:39]3[CH:38]=[CH:37][N:36]([CH3:35])[C:40]3=[CH:41][N:42]=2)=[O:46])[CH2:16][CH2:15]1)#[N:26]. The catalyst class is: 4.